Dataset: Forward reaction prediction with 1.9M reactions from USPTO patents (1976-2016). Task: Predict the product of the given reaction. Given the reactants [CH3:1][C:2]1[C:7]([C:8]#[N:9])=[CH:6][CH:5]=[C:4]([NH:10][C:11]([O:13][C:14]([CH3:17])([CH3:16])[CH3:15])=[O:12])[N:3]=1.C([N-]C(C)C)(C)C.[Li+].[C:26](=O)([O:30]CC)[O:27][CH2:28][CH3:29], predict the reaction product. The product is: [CH2:28]([O:27][C:26](=[O:30])[CH2:1][C:2]1[C:7]([C:8]#[N:9])=[CH:6][CH:5]=[C:4]([NH:10][C:11]([O:13][C:14]([CH3:17])([CH3:16])[CH3:15])=[O:12])[N:3]=1)[CH3:29].